Task: Predict the reactants needed to synthesize the given product.. Dataset: Full USPTO retrosynthesis dataset with 1.9M reactions from patents (1976-2016) Given the product [CH3:12][O:13][C:14](=[O:20])[CH:15]([C:6](=[O:7])[C:5]1[CH:9]=[CH:10][C:2]([Br:1])=[C:3]([F:11])[CH:4]=1)/[C:16](=[N:18]/[CH3:19])/[CH3:17], predict the reactants needed to synthesize it. The reactants are: [Br:1][C:2]1[CH:10]=[CH:9][C:5]([C:6](Cl)=[O:7])=[CH:4][C:3]=1[F:11].[CH3:12][O:13][C:14](=[O:20])[CH:15]=[C:16]([NH:18][CH3:19])[CH3:17].